From a dataset of Full USPTO retrosynthesis dataset with 1.9M reactions from patents (1976-2016). Predict the reactants needed to synthesize the given product. (1) Given the product [CH3:4][C:2]([O:5][C:6]([N:8]([CH2:29][CH3:30])[C@@H:9]1[CH2:13][CH2:12][N:11]([C:14]2[C:19]([C:20]([O:22][CH:23]([CH3:25])[CH3:24])=[O:21])=[CH:18][CH:17]=[CH:16][N:15]=2)[CH2:10]1)=[O:7])([CH3:1])[CH3:3], predict the reactants needed to synthesize it. The reactants are: [CH3:1][C:2]([O:5][C:6]([NH:8][C@@H:9]1[CH2:13][CH2:12][N:11]([C:14]2[C:19]([C:20]([O:22][CH:23]([CH3:25])[CH3:24])=[O:21])=[CH:18][CH:17]=[CH:16][N:15]=2)[CH2:10]1)=[O:7])([CH3:4])[CH3:3].[H-].[Na+].I[CH2:29][CH3:30].O. (2) Given the product [CH3:27][O:26][CH:21]([O:24][CH3:25])[C:13]1[CH:16]=[CH:17][C:10]([O:9][CH2:8][CH2:7][N:4]2[CH2:3][CH2:2][O:1][CH2:6][CH2:5]2)=[C:11]([N+:18]([O-:20])=[O:19])[CH:12]=1, predict the reactants needed to synthesize it. The reactants are: [O:1]1[CH2:6][CH2:5][N:4]([CH2:7][CH2:8][O:9][C:10]2[CH:17]=[CH:16][C:13](C=O)=[CH:12][C:11]=2[N+:18]([O-:20])=[O:19])[CH2:3][CH2:2]1.[CH:21]([O:26][CH3:27])([O:24][CH3:25])OC.Cl.CO.C(=O)([O-])[O-].[K+].[K+]. (3) Given the product [CH3:22][C:14]1([CH3:21])[C:15]2[C:16](=[N:17][CH:18]=[CH:19][CH:20]=2)[N:12]([C@H:10]2[CH2:11][C@H:8]([NH:7][C:6]3[CH:40]=[CH:39][C:34]([C:35]([NH:37][CH3:38])=[O:36])=[CH:33][N:32]=3)[CH2:9]2)[C:13]1=[O:23], predict the reactants needed to synthesize it. The reactants are: C(O[C:6](=O)[NH:7][C@H:8]1[CH2:11][C@H:10]([N:12]2[C:16]3=[N:17][CH:18]=[CH:19][CH:20]=[C:15]3[C:14]([CH3:22])([CH3:21])[C:13]2=[O:23])[CH2:9]1)(C)(C)C.C([O-])(=O)C.[Cs+].BrC1[CH:40]=[CH:39][C:34]([C:35]([NH:37][CH3:38])=[O:36])=[CH:33][N:32]=1.